From a dataset of Reaction yield outcomes from USPTO patents with 853,638 reactions. Predict the reaction yield, written as a fraction of the theoretical maximum amount of product (1.0 means a 100% yield; for example, 0.34 means a 34% yield). (1) The reactants are N[C:2]1[CH:11]=[CH:10][CH:9]=[C:8]2[C:3]=1[CH:4]=[CH:5][N:6]=[CH:7]2.N([O-])=O.[Na+].[NH4+].[OH-].[BrH:18]. The catalyst is O. The product is [Br:18][C:2]1[CH:11]=[CH:10][CH:9]=[C:8]2[C:3]=1[CH:4]=[CH:5][N:6]=[CH:7]2. The yield is 0.860. (2) The yield is 0.250. The product is [Cl:8][C:5]1[CH:6]=[CH:7][C:2]([C@H:24]([NH:23][S@@:21]([C:18]([CH3:20])([CH3:19])[CH3:17])=[O:22])[CH2:25][CH3:26])=[C:3]([CH2:9][O:10][CH3:11])[CH:4]=1.[Cl:8][C:5]1[CH:6]=[CH:7][C:2]([C@@H:24]([NH:23][S@@:21]([C:18]([CH3:20])([CH3:19])[CH3:17])=[O:22])[CH2:25][CH3:26])=[C:3]([CH2:9][O:10][CH3:11])[CH:4]=1. The reactants are Br[C:2]1[CH:7]=[CH:6][C:5]([Cl:8])=[CH:4][C:3]=1[CH2:9][O:10][CH3:11].[Li]CCCC.[CH3:17][C:18]([S@:21](/[N:23]=[CH:24]/[CH2:25][CH3:26])=[O:22])([CH3:20])[CH3:19].C(OCC)(=O)C. The catalyst is C1COCC1. (3) The reactants are [Cl:1][C:2]1[C:3]([F:14])=[N:4][C:5]([F:13])=[C:6]([Cl:12])[C:7]=1[CH2:8]C(O)=O.[Br:15]Br. The catalyst is ClC1C=CC=CC=1.[Hg]=O. The product is [Br:15][CH2:8][C:7]1[C:2]([Cl:1])=[C:3]([F:14])[N:4]=[C:5]([F:13])[C:6]=1[Cl:12]. The yield is 0.800. (4) The reactants are Cl[C:2]1[CH:3]=[C:4]([N:10]2[CH2:15][CH2:14][O:13][CH2:12][CH2:11]2)[C:5](=[O:9])[N:6]([CH3:8])[N:7]=1.[CH3:16][C:17]1[N:22]=[CH:21][C:20]([NH2:23])=[CH:19][C:18]=1B1OC(C)(C)C(C)(C)O1.C(Cl)Cl.C([O-])([O-])=O.[Na+].[Na+]. The catalyst is COCCOC.C(OCC)(=O)C.O.C1C=CC(P(C2C=CC=CC=2)[C-]2C=CC=C2)=CC=1.C1C=CC(P(C2C=CC=CC=2)[C-]2C=CC=C2)=CC=1.Cl[Pd]Cl.[Fe+2]. The product is [NH2:23][C:20]1[CH:19]=[C:18]([C:2]2[CH:3]=[C:4]([N:10]3[CH2:15][CH2:14][O:13][CH2:12][CH2:11]3)[C:5](=[O:9])[N:6]([CH3:8])[N:7]=2)[C:17]([CH3:16])=[N:22][CH:21]=1. The yield is 0.990. (5) The reactants are [CH3:1][O:2][C:3]1[CH:9]=[CH:8][C:7]([N+:10]([O-:12])=[O:11])=[CH:6][C:4]=1[NH2:5].[CH3:13][C:14]([O:17][C:18](O[C:18]([O:17][C:14]([CH3:16])([CH3:15])[CH3:13])=[O:19])=[O:19])([CH3:16])[CH3:15]. The catalyst is CCO. The product is [CH3:1][O:2][C:3]1[CH:9]=[CH:8][C:7]([N+:10]([O-:12])=[O:11])=[CH:6][C:4]=1[NH:5][C:18](=[O:19])[O:17][C:14]([CH3:16])([CH3:15])[CH3:13]. The yield is 0.750. (6) The reactants are [Br:1][CH2:2][CH:3]1[CH2:5][O:4]1.[F:6][C:7]1[CH:8]=[C:9]([N:13]=[C:14]=[O:15])[CH:10]=[CH:11][CH:12]=1. The catalyst is C1(C)C(C)=CC=CC=1.[Br-].[Li+].C(P(CCCC)CCCC)CCC. The product is [Br:1][CH2:2][CH:3]1[O:4][C:14](=[O:15])[N:13]([C:9]2[CH:10]=[CH:11][CH:12]=[C:7]([F:6])[CH:8]=2)[CH2:5]1. The yield is 0.880. (7) The reactants are [CH3:1][N:2]1[C:10]2[C:5](=[CH:6][CH:7]=[C:8]([CH:11]=O)[CH:9]=2)[CH:4]=[CH:3]1.[CH3:13][NH2:14].[BH4-].[Na+].O. The catalyst is CO. The product is [CH3:13][NH:14][CH2:11][C:8]1[CH:9]=[C:10]2[C:5]([CH:4]=[CH:3][N:2]2[CH3:1])=[CH:6][CH:7]=1. The yield is 0.870.